Dataset: Forward reaction prediction with 1.9M reactions from USPTO patents (1976-2016). Task: Predict the product of the given reaction. (1) Given the reactants [F:1][C:2]1[C:7](B(O)O)=[CH:6][C:5]([CH2:11][N:12]2[CH2:17][CH2:16][O:15][CH2:14][CH2:13]2)=[CH:4][N:3]=1.Cl[C:19]1[N:24]=[C:23]([CH3:25])[N:22]=[C:21]([NH2:26])[N:20]=1.C([O-])(=O)C.[K+], predict the reaction product. The product is: [F:1][C:2]1[C:7]([C:19]2[N:24]=[C:23]([CH3:25])[N:22]=[C:21]([NH2:26])[N:20]=2)=[CH:6][C:5]([CH2:11][N:12]2[CH2:17][CH2:16][O:15][CH2:14][CH2:13]2)=[CH:4][N:3]=1. (2) Given the reactants Br[C:2]1[N:6]2[C:7](=[O:22])[CH:8]=[C:9]([CH2:11][N:12]([CH2:20][CH3:21])[C:13]3[CH:18]=[CH:17][C:16]([F:19])=[CH:15][CH:14]=3)[N:10]=[C:5]2[S:4][C:3]=1[CH3:23].[CH2:24]([O:26]/[CH:27]=[CH:28]/B1OC(C)(C)C(C)(C)O1)[CH3:25].P([O-])([O-])([O-])=O.[K+].[K+].[K+], predict the reaction product. The product is: [CH2:27]([O:26]/[CH:24]=[CH:25]/[C:2]1[N:6]2[C:7](=[O:22])[CH:8]=[C:9]([CH2:11][N:12]([CH2:20][CH3:21])[C:13]3[CH:18]=[CH:17][C:16]([F:19])=[CH:15][CH:14]=3)[N:10]=[C:5]2[S:4][C:3]=1[CH3:23])[CH3:28].